Task: Binary Classification. Given a drug SMILES string, predict its activity (active/inactive) in a high-throughput screening assay against a specified biological target.. Dataset: Tyrosyl-DNA phosphodiesterase HTS with 341,365 compounds The drug is Clc1c(cc(N\N=C\c2ccc(SC)cc2)cc1)C(O)=O. The result is 0 (inactive).